Dataset: Reaction yield outcomes from USPTO patents with 853,638 reactions. Task: Predict the reaction yield, written as a fraction of the theoretical maximum amount of product (1.0 means a 100% yield; for example, 0.34 means a 34% yield). (1) The reactants are [CH3:1][Sn:2](Cl)([CH3:4])[CH3:3].[CH3:6][O:7][C:8]1[CH:13]=[CH:12][C:11]([Mg]Br)=[CH:10][CH:9]=1. The product is [CH3:6][O:7][C:8]1[CH:13]=[CH:12][C:11]([Sn:2]([CH3:4])([CH3:3])[CH3:1])=[CH:10][CH:9]=1. The catalyst is C1COCC1. The yield is 0.800. (2) The yield is 0.250. No catalyst specified. The product is [CH3:1][O:2][C:3]1[CH:4]=[C:5]([N:6]2[CH2:7][CH2:8][CH:9]([O:28][C:25]3[CH:24]=[CH:23][C:22]([O:21][C:20]([F:29])([F:30])[F:19])=[CH:27][CH:26]=3)[C:3]2=[O:2])[CH:7]=[CH:8][C:9]=1[O:10][CH2:11][O:12][CH2:13][CH2:14][Si:15]([CH3:17])([CH3:16])[CH3:18]. The reactants are [CH3:1][O:2][C:3]1[CH:4]=[C:5]([CH:7]=[CH:8][C:9]=1[O:10][CH2:11][O:12][CH2:13][CH2:14][Si:15]([CH3:18])([CH3:17])[CH3:16])[NH2:6].[F:19][C:20]([F:30])([F:29])[O:21][C:22]1[CH:27]=[CH:26][C:25]([OH:28])=[CH:24][CH:23]=1.